From a dataset of Full USPTO retrosynthesis dataset with 1.9M reactions from patents (1976-2016). Predict the reactants needed to synthesize the given product. (1) Given the product [C:3]([CH2:2][O:23][C:21](=[O:22])[C@@H:20]([NH:24][C:25]([O:27][C:28]([CH3:31])([CH3:30])[CH3:29])=[O:26])[CH2:19][CH:18]([S:32][S:33][C:34]([CH3:37])([CH3:35])[CH3:36])[CH2:17][N:14]=[N+:15]=[N-:16])#[N:4], predict the reactants needed to synthesize it. The reactants are: Br[CH2:2][C:3]#[N:4].C(N(CC)C(C)C)(C)C.[N:14]([CH2:17][CH:18]([S:32][S:33][C:34]([CH3:37])([CH3:36])[CH3:35])[CH2:19][C@H:20]([NH:24][C:25]([O:27][C:28]([CH3:31])([CH3:30])[CH3:29])=[O:26])[C:21]([OH:23])=[O:22])=[N+:15]=[N-:16]. (2) Given the product [Cl:15][C:8]1[C:9]2[C:4](=[CH:3][C:2]([Cl:1])=[CH:11][CH:10]=2)[CH:5]=[CH:6][N:7]=1, predict the reactants needed to synthesize it. The reactants are: [Cl:1][C:2]1[CH:3]=[C:4]2[C:9](=[CH:10][CH:11]=1)[CH:8]=[N+:7]([O-])[CH:6]=[CH:5]2.O=P(Cl)(Cl)[Cl:15]. (3) Given the product [OH:14][CH:11]1[CH2:12][CH2:13][NH:8][CH2:9][CH:10]1[CH2:15][CH:16]([CH3:18])[CH3:17], predict the reactants needed to synthesize it. The reactants are: C([N:8]1[CH2:13][CH2:12][CH:11]([OH:14])[CH:10]([CH2:15][CH:16]([CH3:18])[CH3:17])[CH2:9]1)C1C=CC=CC=1. (4) Given the product [CH2:1]([O:7][CH2:8][C:9]1[CH:15]=[CH:14][C:12]([NH:13][C:25]([C@@H:24]2[C@@H:28]([OH:31])[CH2:29][CH2:30][NH:23]2)=[O:26])=[CH:11][CH:10]=1)[CH2:2][CH2:3][CH2:4][CH2:5][CH3:6], predict the reactants needed to synthesize it. The reactants are: [CH2:1]([O:7][CH2:8][C:9]1[CH:15]=[CH:14][C:12]([NH2:13])=[CH:11][CH:10]=1)[CH2:2][CH2:3][CH2:4][CH2:5][CH3:6].C(OC([N:23]1[CH2:30][CH2:29][C@H:28]([OH:31])[C@H:24]1[C:25](O)=[O:26])=O)(C)(C)C. (5) Given the product [CH:39]1([NH:42][C:22]([C:20]2[O:19][N:18]=[C:17]([C:14]3[CH:13]=[CH:12][C:11]([O:10][C:9]4[CH:27]=[C:28]([C:30](=[O:38])[NH:31][C:32]5[CH:36]=[CH:35][N:34]([CH3:37])[N:33]=5)[CH:29]=[C:7]([O:6][C@@H:4]([CH3:5])[CH2:3][O:2][CH3:1])[CH:8]=4)=[CH:16][N:15]=3)[N:21]=2)=[O:24])[CH2:41][CH2:40]1, predict the reactants needed to synthesize it. The reactants are: [CH3:1][O:2][CH2:3][C@@H:4]([O:6][C:7]1[CH:8]=[C:9]([CH:27]=[C:28]([C:30](=[O:38])[NH:31][C:32]2[CH:36]=[CH:35][N:34]([CH3:37])[N:33]=2)[CH:29]=1)[O:10][C:11]1[CH:12]=[CH:13][C:14]([C:17]2[N:21]=[C:20]([C:22]([O:24]CC)=O)[O:19][N:18]=2)=[N:15][CH:16]=1)[CH3:5].[CH:39]1([NH2:42])[CH2:41][CH2:40]1. (6) Given the product [CH3:1][C:2]1[CH:3]=[C:4]([CH3:19])[C:5]2[O:9][C:8]([N:10]3[CH2:17][CH2:16][CH2:15][CH2:14][N:13]([CH3:20])[CH2:12][CH2:11]3)=[N:7][C:6]=2[CH:18]=1, predict the reactants needed to synthesize it. The reactants are: [CH3:1][C:2]1[CH:3]=[C:4]([CH3:19])[C:5]2[O:9][C:8]([N:10]3[CH2:17][CH2:16][CH2:15][CH2:14][NH:13][CH2:12][CH2:11]3)=[N:7][C:6]=2[CH:18]=1.[CH2:20]=O.Cl.[H][H]. (7) Given the product [C:16]([N:20]1[C:24]([CH2:25][NH:15][CH2:14][CH2:13][N:10]2[CH2:9][CH2:8][N:7]([C:1]3[CH:2]=[CH:3][CH:4]=[CH:5][CH:6]=3)[CH2:12][CH2:11]2)=[CH:23][C:22]([CH2:27][CH:28]([CH3:30])[CH3:29])=[N:21]1)([CH3:19])([CH3:18])[CH3:17], predict the reactants needed to synthesize it. The reactants are: [C:1]1([N:7]2[CH2:12][CH2:11][N:10]([CH2:13][CH2:14][NH2:15])[CH2:9][CH2:8]2)[CH:6]=[CH:5][CH:4]=[CH:3][CH:2]=1.[C:16]([N:20]1[C:24]([CH:25]=O)=[CH:23][C:22]([CH2:27][CH:28]([CH3:30])[CH3:29])=[N:21]1)([CH3:19])([CH3:18])[CH3:17]. (8) Given the product [C:1]([O:5][C:6]([N:8]1[CH2:13][CH2:12][CH:11]([C:14]2[CH:15]=[CH:16][C:17]3[N:18]([C:20]([N:25]([C:27]4[S:28][CH:29]=[C:30]([C:32]5[CH:37]=[CH:36][C:35]([F:38])=[CH:34][CH:33]=5)[N:31]=4)[CH3:26])=[C:21]([CH2:23][CH3:24])[N:22]=3)[CH:19]=2)[CH2:10][CH2:9]1)=[O:7])([CH3:2])([CH3:3])[CH3:4], predict the reactants needed to synthesize it. The reactants are: [C:1]([O:5][C:6]([N:8]1[CH2:13][CH:12]=[C:11]([C:14]2[CH:15]=[CH:16][C:17]3[N:18]([C:20]([N:25]([C:27]4[S:28][CH:29]=[C:30]([C:32]5[CH:37]=[CH:36][C:35]([F:38])=[CH:34][CH:33]=5)[N:31]=4)[CH3:26])=[C:21]([CH2:23][CH3:24])[N:22]=3)[CH:19]=2)[CH2:10][CH2:9]1)=[O:7])([CH3:4])([CH3:3])[CH3:2].CC(O)=O. (9) The reactants are: CCN=C=NCCCN(C)C.C1C=CC2N(O)N=NC=2C=1.[F:22][C:23]1[C:24](=[O:45])[N:25]2[C:29](=[C:30]([C:42]([OH:44])=O)[C:31]=1[NH:32][C:33]1[CH:38]=[CH:37][C:36]([S:39][CH3:40])=[CH:35][C:34]=1[F:41])[CH2:28][CH2:27][CH2:26]2.Cl.[CH:47]1([CH2:50][O:51][NH2:52])[CH2:49][CH2:48]1. Given the product [CH:47]1([CH2:50][O:51][NH:52][C:42]([C:30]2[C:31]([NH:32][C:33]3[CH:38]=[CH:37][C:36]([S:39][CH3:40])=[CH:35][C:34]=3[F:41])=[C:23]([F:22])[C:24](=[O:45])[N:25]3[C:29]=2[CH2:28][CH2:27][CH2:26]3)=[O:44])[CH2:49][CH2:48]1, predict the reactants needed to synthesize it.